This data is from Peptide-MHC class I binding affinity with 185,985 pairs from IEDB/IMGT. The task is: Regression. Given a peptide amino acid sequence and an MHC pseudo amino acid sequence, predict their binding affinity value. This is MHC class I binding data. (1) The peptide sequence is AEFGPWQTV. The MHC is HLA-B15:42 with pseudo-sequence HLA-B15:42. The binding affinity (normalized) is 0.213. (2) The peptide sequence is IARLVYKAR. The MHC is HLA-A02:01 with pseudo-sequence HLA-A02:01. The binding affinity (normalized) is 0.0847. (3) The peptide sequence is NQNDNEETV. The MHC is HLA-A02:12 with pseudo-sequence HLA-A02:12. The binding affinity (normalized) is 0.657.